This data is from Experimental lipophilicity measurements (octanol/water distribution) for 4,200 compounds from AstraZeneca. The task is: Regression/Classification. Given a drug SMILES string, predict its absorption, distribution, metabolism, or excretion properties. Task type varies by dataset: regression for continuous measurements (e.g., permeability, clearance, half-life) or binary classification for categorical outcomes (e.g., BBB penetration, CYP inhibition). For this dataset (lipophilicity_astrazeneca), we predict Y. The molecule is NC(=O)C1CCCCC1. The Y is 0.900 logD.